This data is from Reaction yield outcomes from USPTO patents with 853,638 reactions. The task is: Predict the reaction yield, written as a fraction of the theoretical maximum amount of product (1.0 means a 100% yield; for example, 0.34 means a 34% yield). (1) The reactants are [NH2:1][C:2]1[CH:3]=[N:4][CH:5]=[C:6]([Br:8])[CH:7]=1.N1C=CC=CC=1.[C:15](Cl)(=[O:19])[CH:16]([CH3:18])[CH3:17]. The catalyst is C(Cl)Cl. The product is [Br:8][C:6]1[CH:7]=[C:2]([NH:1][C:15](=[O:19])[CH:16]([CH3:18])[CH3:17])[CH:3]=[N:4][CH:5]=1. The yield is 0.710. (2) The reactants are [C:1]([O:5][C:6](=[O:26])[NH:7][S:8]([CH2:11]P(C1C=CC=CC=1)(C1C=CC=CC=1)=O)(=[O:10])=[O:9])([CH3:4])([CH3:3])[CH3:2].C([Li])CCC.CCCCCC.[Si:38]([O:45][C@H:46]1[CH2:50][C@H:49]([N:51]2[C:55]3[N:56]=[CH:57][N:58]=[C:59]([NH:60][C@@H:61]4[C:69]5[C:64](=[CH:65][CH:66]=[CH:67][CH:68]=5)[CH2:63][CH2:62]4)[C:54]=3[CH:53]=[CH:52]2)[CH2:48][C@H:47]1[CH:70]=O)([C:41]([CH3:44])([CH3:43])[CH3:42])([CH3:40])[CH3:39]. The catalyst is C1COCC1. The product is [C:1]([O:5][C:6](=[O:26])[NH:7][S:8](/[CH:11]=[CH:70]/[C@@H:47]1[CH2:48][C@@H:49]([N:51]2[C:55]3[N:56]=[CH:57][N:58]=[C:59]([NH:60][C@@H:61]4[C:69]5[C:64](=[CH:65][CH:66]=[CH:67][CH:68]=5)[CH2:63][CH2:62]4)[C:54]=3[CH:53]=[CH:52]2)[CH2:50][C@@H:46]1[O:45][Si:38]([C:41]([CH3:43])([CH3:44])[CH3:42])([CH3:39])[CH3:40])(=[O:10])=[O:9])([CH3:4])([CH3:3])[CH3:2]. The yield is 0.210. (3) The reactants are [F:1][C:2]([F:35])([F:34])[C:3]1[CH:4]=[C:5]([C:13]([C:20]2[CH:25]=[C:24]([C:26]([F:29])([F:28])[F:27])[CH:23]=[C:22]([C:30]([F:33])([F:32])[F:31])[CH:21]=2)([C@H:15]2[CH2:19][CH2:18][CH2:17][NH:16]2)[OH:14])[CH:6]=[C:7]([C:9]([F:12])([F:11])[F:10])[CH:8]=1.C(N(CC)CC)C.C(Cl)Cl.FC(F)(F)S(O[Si:52]([C:55]([CH3:58])([CH3:57])[CH3:56])([CH3:54])[CH3:53])(=O)=O. No catalyst specified. The product is [F:10][C:9]([F:12])([F:11])[C:7]1[CH:6]=[C:5]([C:13]([C:20]2[CH:25]=[C:24]([C:26]([F:27])([F:28])[F:29])[CH:23]=[C:22]([C:30]([F:33])([F:32])[F:31])[CH:21]=2)([O:14][Si:52]([C:55]([CH3:58])([CH3:57])[CH3:56])([CH3:54])[CH3:53])[C@H:15]2[CH2:19][CH2:18][CH2:17][NH:16]2)[CH:4]=[C:3]([C:2]([F:34])([F:1])[F:35])[CH:8]=1. The yield is 0.912. (4) The reactants are [OH-].[K+].[Cl:3][C:4]1[CH:5]=[C:6]2[C:10](=[CH:11][CH:12]=1)[NH:9][CH:8]=[CH:7]2.Br[CH2:14][CH2:15][C:16]([O:18]C)=[O:17]. The catalyst is CS(C)=O.O. The product is [Cl:3][C:4]1[CH:5]=[C:6]2[C:10](=[CH:11][CH:12]=1)[N:9]([CH2:14][CH2:15][C:16]([OH:18])=[O:17])[CH:8]=[CH:7]2. The yield is 0.680.